Dataset: NCI-60 drug combinations with 297,098 pairs across 59 cell lines. Task: Regression. Given two drug SMILES strings and cell line genomic features, predict the synergy score measuring deviation from expected non-interaction effect. (1) Drug 1: C1=NC2=C(N1)C(=S)N=C(N2)N. Cell line: HOP-92. Drug 2: COC1=C2C(=CC3=C1OC=C3)C=CC(=O)O2. Synergy scores: CSS=23.7, Synergy_ZIP=-0.991, Synergy_Bliss=1.83, Synergy_Loewe=-10.5, Synergy_HSA=-0.311. (2) Drug 1: CC(CN1CC(=O)NC(=O)C1)N2CC(=O)NC(=O)C2. Drug 2: COCCOC1=C(C=C2C(=C1)C(=NC=N2)NC3=CC=CC(=C3)C#C)OCCOC.Cl. Cell line: EKVX. Synergy scores: CSS=20.1, Synergy_ZIP=-2.35, Synergy_Bliss=3.09, Synergy_Loewe=2.36, Synergy_HSA=5.85. (3) Drug 1: CC12CCC3C(C1CCC2=O)CC(=C)C4=CC(=O)C=CC34C. Drug 2: C1=C(C(=O)NC(=O)N1)N(CCCl)CCCl. Cell line: HOP-92. Synergy scores: CSS=55.2, Synergy_ZIP=-1.65, Synergy_Bliss=2.65, Synergy_Loewe=2.79, Synergy_HSA=4.64. (4) Drug 1: CC1=C2C(C(=O)C3(C(CC4C(C3C(C(C2(C)C)(CC1OC(=O)C(C(C5=CC=CC=C5)NC(=O)OC(C)(C)C)O)O)OC(=O)C6=CC=CC=C6)(CO4)OC(=O)C)OC)C)OC. Drug 2: CC(C)NC(=O)C1=CC=C(C=C1)CNNC.Cl. Cell line: UACC62. Synergy scores: CSS=39.6, Synergy_ZIP=4.55, Synergy_Bliss=5.95, Synergy_Loewe=-30.0, Synergy_HSA=5.14. (5) Drug 1: C1=CC(=CC=C1CC(C(=O)O)N)N(CCCl)CCCl.Cl. Drug 2: CC1CCCC2(C(O2)CC(NC(=O)CC(C(C(=O)C(C1O)C)(C)C)O)C(=CC3=CSC(=N3)C)C)C. Cell line: A549. Synergy scores: CSS=22.8, Synergy_ZIP=-5.08, Synergy_Bliss=-0.275, Synergy_Loewe=-4.34, Synergy_HSA=-1.55.